Dataset: Forward reaction prediction with 1.9M reactions from USPTO patents (1976-2016). Task: Predict the product of the given reaction. (1) The product is: [CH2:12]([N:19]1[CH2:20][CH2:21][N:22]([C:25]2[CH:26]=[CH:27][C:28]([NH:31][C:9]([C:7]3[O:8][C:4]([N+:1]([O-:3])=[O:2])=[CH:5][CH:6]=3)=[O:10])=[CH:29][CH:30]=2)[CH2:23][CH2:24]1)[C:13]1[CH:14]=[CH:15][CH:16]=[CH:17][CH:18]=1. Given the reactants [N+:1]([C:4]1[O:8][C:7]([C:9](Cl)=[O:10])=[CH:6][CH:5]=1)([O-:3])=[O:2].[CH2:12]([N:19]1[CH2:24][CH2:23][N:22]([C:25]2[CH:30]=[CH:29][C:28]([NH2:31])=[CH:27][CH:26]=2)[CH2:21][CH2:20]1)[C:13]1[CH:18]=[CH:17][CH:16]=[CH:15][CH:14]=1.CCN(CC)CC, predict the reaction product. (2) Given the reactants [CH:1]1([C:4]2[CH:5]=[CH:6][C:7]([C:15]([OH:17])=O)=[N:8][C:9]=2[O:10][CH2:11][CH:12]2[CH2:14][CH2:13]2)[CH2:3][CH2:2]1.Cl.[NH2:19][C@@H:20]([CH2:25][CH:26]([CH3:28])[CH3:27])[C:21]([NH:23][CH3:24])=[O:22], predict the reaction product. The product is: [CH:1]1([C:4]2[CH:5]=[CH:6][C:7]([C:15]([NH:19][C@@H:20]([CH2:25][CH:26]([CH3:28])[CH3:27])[C:21]([NH:23][CH3:24])=[O:22])=[O:17])=[N:8][C:9]=2[O:10][CH2:11][CH:12]2[CH2:13][CH2:14]2)[CH2:2][CH2:3]1. (3) Given the reactants F[C:2]1[N:7]=[C:6]([N:8]2[C:16]3[CH:15]=[C:14]([C:17]4[CH:22]=[N:21][CH:20]=[C:19]([CH3:23])[N:18]=4)[N:13]=[CH:12][C:11]=3[CH:10]=[N:9]2)[CH:5]=[CH:4][C:3]=1[C:24]([F:27])([F:26])[F:25].Br.Br.[NH:30]1[CH2:36][CH:35]([OH:37])[CH2:34][NH:33][CH2:32][CH2:31]1.C(=O)([O-])[O-].[Cs+].[Cs+], predict the reaction product. The product is: [CH3:23][C:19]1[N:18]=[C:17]([C:14]2[N:13]=[CH:12][C:11]3[CH:10]=[N:9][N:8]([C:6]4[N:7]=[C:2]([N:30]5[CH2:36][CH:35]([OH:37])[CH2:34][NH:33][CH2:32][CH2:31]5)[C:3]([C:24]([F:27])([F:25])[F:26])=[CH:4][CH:5]=4)[C:16]=3[CH:15]=2)[CH:22]=[N:21][CH:20]=1. (4) Given the reactants [C:1]([NH:5][C:6](=[O:14])[C:7]1[CH:12]=[CH:11][C:10]([Cl:13])=[CH:9][CH:8]=1)([CH3:4])([CH3:3])[CH3:2].C([Li])(C)(C)C.CCCCC.CN([CH:28]=[O:29])C, predict the reaction product. The product is: [C:1]([N:5]1[CH:28]([OH:29])[C:8]2[C:7](=[CH:12][CH:11]=[C:10]([Cl:13])[CH:9]=2)[C:6]1=[O:14])([CH3:4])([CH3:2])[CH3:3]. (5) Given the reactants FC1C=C(NC(=O)CC(NC2C=CC=CC=2)=O)C=CC=1OC1C=CN=C2C=C(C3N=CN(C)C=3)SC=12.[CH3:37][N:38]([C:45]1[CH:50]=[CH:49][CH:48]=[CH:47][CH:46]=1)[C:39](=[O:44])[CH2:40][C:41]([OH:43])=O.CCCCCCCCCCCCN.[F:64][C:65]1[CH:66]=[C:67]([CH:69]=[CH:70][C:71]=1[O:72][C:73]1[CH:78]=[CH:77][N:76]=[C:75]2[CH:79]=[C:80]([C:82]3[CH2:83][CH2:84][N:85]([CH3:88])[CH2:86][CH:87]=3)[S:81][C:74]=12)[NH2:68], predict the reaction product. The product is: [F:64][C:65]1[CH:66]=[C:67]([NH:68][C:41](=[O:43])[CH2:40][C:39]([N:38]([CH3:37])[C:45]2[CH:50]=[CH:49][CH:48]=[CH:47][CH:46]=2)=[O:44])[CH:69]=[CH:70][C:71]=1[O:72][C:73]1[CH:78]=[CH:77][N:76]=[C:75]2[CH:79]=[C:80]([C:82]3[CH2:83][CH2:84][N:85]([CH3:88])[CH2:86][CH:87]=3)[S:81][C:74]=12.